From a dataset of NCI-60 drug combinations with 297,098 pairs across 59 cell lines. Regression. Given two drug SMILES strings and cell line genomic features, predict the synergy score measuring deviation from expected non-interaction effect. (1) Drug 1: C1=C(C(=O)NC(=O)N1)N(CCCl)CCCl. Drug 2: C1=CC=C(C=C1)NC(=O)CCCCCCC(=O)NO. Cell line: SR. Synergy scores: CSS=89.1, Synergy_ZIP=5.20, Synergy_Bliss=5.59, Synergy_Loewe=3.95, Synergy_HSA=7.82. (2) Drug 1: C(=O)(N)NO. Drug 2: C1C(C(OC1N2C=NC3=C2NC=NCC3O)CO)O. Cell line: SF-539. Synergy scores: CSS=-2.54, Synergy_ZIP=1.95, Synergy_Bliss=3.64, Synergy_Loewe=-0.925, Synergy_HSA=-0.507. (3) Drug 1: C1=NC2=C(N1)C(=S)N=C(N2)N. Drug 2: C(CCl)NC(=O)N(CCCl)N=O. Cell line: SK-OV-3. Synergy scores: CSS=40.8, Synergy_ZIP=0.524, Synergy_Bliss=2.49, Synergy_Loewe=-22.2, Synergy_HSA=1.45. (4) Drug 1: COC1=NC(=NC2=C1N=CN2C3C(C(C(O3)CO)O)O)N. Drug 2: CCC1(C2=C(COC1=O)C(=O)N3CC4=CC5=C(C=CC(=C5CN(C)C)O)N=C4C3=C2)O.Cl. Cell line: IGROV1. Synergy scores: CSS=15.2, Synergy_ZIP=-2.30, Synergy_Bliss=-0.929, Synergy_Loewe=-52.0, Synergy_HSA=-4.67.